This data is from Reaction yield outcomes from USPTO patents with 853,638 reactions. The task is: Predict the reaction yield, written as a fraction of the theoretical maximum amount of product (1.0 means a 100% yield; for example, 0.34 means a 34% yield). (1) The reactants are Cl.[NH2:2][C:3]1[C:11]([OH:12])=[C:10]2[C:6]([CH2:7][CH2:8][CH:9]2[CH2:13][CH2:14][NH:15][C:16](=[O:18])[CH3:17])=[CH:5][CH:4]=1.[CH2:19]([O:26][CH2:27][C:28](Cl)=[O:29])[C:20]1[CH:25]=[CH:24][CH:23]=[CH:22][CH:21]=1.O. The catalyst is N1C=CC=CC=1. The product is [C:16]([NH:15][CH2:14][CH2:13][CH:9]1[C:10]2[C:6](=[CH:5][CH:4]=[C:3]([NH:2][C:28](=[O:29])[CH2:27][O:26][CH2:19][C:20]3[CH:25]=[CH:24][CH:23]=[CH:22][CH:21]=3)[C:11]=2[OH:12])[CH2:7][CH2:8]1)(=[O:18])[CH3:17]. The yield is 0.800. (2) The reactants are [O:1]=[C:2]1[CH:7]=[C:6](CN2CCCC2)[O:5][CH:4]=[C:3]1[O:14][CH2:15][C:16]([O:18][C:19]([CH3:22])([CH3:21])[CH3:20])=[O:17].[CH3:23][O:24][C:25]([CH:27]=P(C1C=CC=CC=1)(C1C=CC=CC=1)C1C=CC=CC=1)=[O:26].[C:47]1(C)C=CC=CC=1. No catalyst specified. The product is [CH3:23][O:24][C:25](/[CH:27]=[CH:47]/[C:4]1[O:5][CH:6]=[CH:7][C:2](=[O:1])[C:3]=1[O:14][CH2:15][C:16]([O:18][C:19]([CH3:20])([CH3:21])[CH3:22])=[O:17])=[O:26]. The yield is 0.750. (3) The reactants are [F:1][C:2]1[CH:3]=[C:4]([CH:10]([C:12]2[C:21]([N+:22]([O-:24])=[O:23])=[C:20]3[C:15]([CH:16]=[CH:17][CH:18]=[N:19]3)=[CH:14][CH:13]=2)[OH:11])[CH:5]=[CH:6][C:7]=1[O:8][CH3:9].C1C=C[NH+]=CC=1.[O-][Cr](Cl)(=O)=O. The catalyst is C(Cl)Cl. The product is [F:1][C:2]1[CH:3]=[C:4]([C:10]([C:12]2[C:21]([N+:22]([O-:24])=[O:23])=[C:20]3[C:15]([CH:16]=[CH:17][CH:18]=[N:19]3)=[CH:14][CH:13]=2)=[O:11])[CH:5]=[CH:6][C:7]=1[O:8][CH3:9]. The yield is 0.850.